Dataset: Forward reaction prediction with 1.9M reactions from USPTO patents (1976-2016). Task: Predict the product of the given reaction. (1) Given the reactants C(OC([N:8]1[C:16]2[C:11](=[CH:12][CH:13]=[CH:14][CH:15]=2)[CH:10]=[C:9]1[C:17]1[C:18](=[O:46])[N:19](COCC[Si](C)(C)C)[CH:20]=[C:21]([C:23](=[O:37])[NH:24][C:25]2[CH:26]=[N:27][N:28]([CH2:30][C:31]3[CH:36]=[CH:35][CH:34]=[CH:33][CH:32]=3)[CH:29]=2)[CH:22]=1)=O)(C)(C)C.NCCN.[F-].C([N+](CCCC)(CCCC)CCCC)CCC, predict the reaction product. The product is: [CH2:30]([N:28]1[CH:29]=[C:25]([NH:24][C:23]([C:21]2[CH:22]=[C:17]([C:9]3[NH:8][C:16]4[C:11]([CH:10]=3)=[CH:12][CH:13]=[CH:14][CH:15]=4)[C:18](=[O:46])[NH:19][CH:20]=2)=[O:37])[CH:26]=[N:27]1)[C:31]1[CH:32]=[CH:33][CH:34]=[CH:35][CH:36]=1. (2) Given the reactants C(O)C.Cl.C(OC([NH:12][C@@H:13]1[CH2:18][CH2:17][CH2:16][CH2:15][C@H:14]1[NH:19][C:20]([C:22]1[NH:23][C:24]2[C:29]([CH:30]=1)=[CH:28][C:27]([Cl:31])=[CH:26][CH:25]=2)=[O:21])=O)(C)(C)C, predict the reaction product. The product is: [ClH:31].[Cl:31][C:27]1[CH:28]=[C:29]2[C:24](=[CH:25][CH:26]=1)[NH:23][C:22]([C:20]([NH:19][C@@H:14]1[CH2:15][CH2:16][CH2:17][CH2:18][C@H:13]1[NH2:12])=[O:21])=[CH:30]2.